This data is from Full USPTO retrosynthesis dataset with 1.9M reactions from patents (1976-2016). The task is: Predict the reactants needed to synthesize the given product. (1) Given the product [Cl:23][C:14]1[CH:15]=[C:16]([N+:20]([O-:22])=[O:21])[CH:17]=[C:18]([Cl:19])[C:13]=1[N:12]1[CH:11]=[C:5]2[CH:6]=[N:7][CH:8]=[C:9]([F:10])[C:4]2=[N:1]1, predict the reactants needed to synthesize it. The reactants are: [N:1]([C:4]1[C:9]([F:10])=[CH:8][N:7]=[CH:6][C:5]=1/[CH:11]=[N:12]/[C:13]1[C:18]([Cl:19])=[CH:17][C:16]([N+:20]([O-:22])=[O:21])=[CH:15][C:14]=1[Cl:23])=[N+]=[N-]. (2) The reactants are: [Cl:1][C:2]1[CH:3]=[C:4]([C:32]2[CH:37]=[CH:36][CH:35]=[CH:34][CH:33]=2)[C:5]2[N:9]=[C:8]([C:10]3([C:23]#[N:24])[CH2:15][CH2:14][N:13](C(OC(C)(C)C)=O)[CH2:12][CH2:11]3)[N:7](S(=O)(=O)N(C)C)[C:6]=2[CH:31]=1.Cl. Given the product [Cl:1][C:2]1[CH:3]=[C:4]([C:32]2[CH:37]=[CH:36][CH:35]=[CH:34][CH:33]=2)[C:5]2[N:9]=[C:8]([C:10]3([C:23]#[N:24])[CH2:15][CH2:14][NH:13][CH2:12][CH2:11]3)[NH:7][C:6]=2[CH:31]=1, predict the reactants needed to synthesize it. (3) Given the product [CH:70]([C:66]1[CH:65]=[C:64]([C:58]2[C:59]([O:62][CH3:63])=[CH:60][CH:61]=[C:56]([C:54]([NH:53][C:44]3([C:42]([OH:43])=[O:41])[CH2:52][C:51]4[C:46](=[CH:47][CH:48]=[CH:49][CH:50]=4)[CH2:45]3)=[O:55])[CH:57]=2)[CH:69]=[CH:68][CH:67]=1)([CH3:72])[CH3:71], predict the reactants needed to synthesize it. The reactants are: COC(C1(NC(=O)C2C=CC(OC)=C(Br)C=2)CC2C(=CC=CC=2)C1)=O.C(C1C=C(B(O)O)C=CC=1)(C)C.[F-].[Cs+].C[O:41][C:42]([C:44]1([NH:53][C:54]([C:56]2[CH:57]=[C:58]([C:64]3[CH:69]=[CH:68][CH:67]=[C:66]([CH:70]([CH3:72])[CH3:71])[CH:65]=3)[C:59]([O:62][CH3:63])=[CH:60][CH:61]=2)=[O:55])[CH2:52][C:51]2[C:46](=[CH:47][CH:48]=[CH:49][CH:50]=2)[CH2:45]1)=[O:43].[OH-].[Li+]. (4) Given the product [CH3:13][CH:14]([CH3:26])[C:15]([O:17][N:18]([C:19]([O:21][C:22]([CH3:23])([CH3:25])[CH3:24])=[O:20])[S:7]([C:3]1[CH:2]=[N:1][CH:6]=[CH:5][CH:4]=1)(=[O:9])=[O:8])=[O:16], predict the reactants needed to synthesize it. The reactants are: [N:1]1[CH:6]=[CH:5][CH:4]=[C:3]([S:7](Cl)(=[O:9])=[O:8])[CH:2]=1.[H-].[Na+].[CH3:13][CH:14]([CH3:26])[C:15]([O:17][NH:18][C:19]([O:21][C:22]([CH3:25])([CH3:24])[CH3:23])=[O:20])=[O:16]. (5) Given the product [CH2:32]([O:31][C:29](=[O:30])[NH:18][CH2:17][CH:14]1[CH2:13][C:12]2[CH:11]=[CH:10][CH:9]=[C:8]([C:3]3[CH:4]=[CH:5][CH:6]=[CH:7][C:2]=3[CH3:1])[C:16]=2[O:15]1)[C:33]1[CH:38]=[CH:37][CH:36]=[CH:35][CH:34]=1, predict the reactants needed to synthesize it. The reactants are: [CH3:1][C:2]1[CH:7]=[CH:6][CH:5]=[CH:4][C:3]=1[C:8]1[C:16]2[O:15][CH:14]([CH2:17][NH2:18])[CH2:13][C:12]=2[CH:11]=[CH:10][CH:9]=1.C(N(C(C)C)CC)(C)C.Cl[C:29]([O:31][CH2:32][C:33]1[CH:38]=[CH:37][CH:36]=[CH:35][CH:34]=1)=[O:30].C(OC(=O)NCC1CC2C=CC=C(C3CCCC3)C=2O1)C1C=CC=CC=1.